From a dataset of NCI-60 drug combinations with 297,098 pairs across 59 cell lines. Regression. Given two drug SMILES strings and cell line genomic features, predict the synergy score measuring deviation from expected non-interaction effect. (1) Drug 1: CN1CCC(CC1)COC2=C(C=C3C(=C2)N=CN=C3NC4=C(C=C(C=C4)Br)F)OC. Drug 2: CC12CCC3C(C1CCC2OP(=O)(O)O)CCC4=C3C=CC(=C4)OC(=O)N(CCCl)CCCl.[Na+]. Cell line: SK-MEL-5. Synergy scores: CSS=-5.88, Synergy_ZIP=0.462, Synergy_Bliss=-4.85, Synergy_Loewe=-11.0, Synergy_HSA=-9.80. (2) Drug 1: C1=CN(C(=O)N=C1N)C2C(C(C(O2)CO)O)O.Cl. Drug 2: C1=NC2=C(N=C(N=C2N1C3C(C(C(O3)CO)O)F)Cl)N. Cell line: NCI-H522. Synergy scores: CSS=19.5, Synergy_ZIP=-4.95, Synergy_Bliss=-2.35, Synergy_Loewe=-7.08, Synergy_HSA=-2.38. (3) Drug 1: C1CN(P(=O)(OC1)NCCCl)CCCl. Drug 2: CC(C)CN1C=NC2=C1C3=CC=CC=C3N=C2N. Cell line: UACC-257. Synergy scores: CSS=2.35, Synergy_ZIP=-0.160, Synergy_Bliss=1.74, Synergy_Loewe=-0.190, Synergy_HSA=-0.174. (4) Drug 1: CC1=C2C(C(=O)C3(C(CC4C(C3C(C(C2(C)C)(CC1OC(=O)C(C(C5=CC=CC=C5)NC(=O)OC(C)(C)C)O)O)OC(=O)C6=CC=CC=C6)(CO4)OC(=O)C)OC)C)OC. Drug 2: CC12CCC(CC1=CCC3C2CCC4(C3CC=C4C5=CN=CC=C5)C)O. Cell line: SK-MEL-28. Synergy scores: CSS=32.7, Synergy_ZIP=2.13, Synergy_Bliss=4.01, Synergy_Loewe=-7.39, Synergy_HSA=3.91. (5) Drug 1: C1=CC(=CC=C1C#N)C(C2=CC=C(C=C2)C#N)N3C=NC=N3. Drug 2: B(C(CC(C)C)NC(=O)C(CC1=CC=CC=C1)NC(=O)C2=NC=CN=C2)(O)O. Cell line: U251. Synergy scores: CSS=33.2, Synergy_ZIP=6.77, Synergy_Bliss=6.12, Synergy_Loewe=-31.3, Synergy_HSA=-1.82. (6) Drug 1: CC1=C(C(CCC1)(C)C)C=CC(=CC=CC(=CC(=O)O)C)C. Drug 2: CC1=C2C(C(=O)C3(C(CC4C(C3C(C(C2(C)C)(CC1OC(=O)C(C(C5=CC=CC=C5)NC(=O)C6=CC=CC=C6)O)O)OC(=O)C7=CC=CC=C7)(CO4)OC(=O)C)O)C)OC(=O)C. Cell line: MCF7. Synergy scores: CSS=44.5, Synergy_ZIP=2.02, Synergy_Bliss=5.32, Synergy_Loewe=5.33, Synergy_HSA=8.09.